Dataset: Forward reaction prediction with 1.9M reactions from USPTO patents (1976-2016). Task: Predict the product of the given reaction. Given the reactants Cl[C:2]1[N:7]=[C:6]([C:8]2[S:12][C:11]([CH:13]3[CH2:18][CH2:17][N:16]([C:19]([O:21][C:22]([CH3:25])([CH3:24])[CH3:23])=[O:20])[CH2:15][CH2:14]3)=[N:10][C:9]=2[C:26]2[CH:31]=[CH:30][CH:29]=[C:28]([NH:32][S:33]([C:36]3[C:41]([F:42])=[CH:40][CH:39]=[CH:38][C:37]=3[F:43])(=[O:35])=[O:34])[C:27]=2[F:44])[CH:5]=[CH:4][N:3]=1.[CH3:45][Zn]C, predict the reaction product. The product is: [F:43][C:37]1[CH:38]=[CH:39][CH:40]=[C:41]([F:42])[C:36]=1[S:33]([NH:32][C:28]1[C:27]([F:44])=[C:26]([C:9]2[N:10]=[C:11]([CH:13]3[CH2:18][CH2:17][N:16]([C:19]([O:21][C:22]([CH3:25])([CH3:24])[CH3:23])=[O:20])[CH2:15][CH2:14]3)[S:12][C:8]=2[C:6]2[CH:5]=[CH:4][N:3]=[C:2]([CH3:45])[N:7]=2)[CH:31]=[CH:30][CH:29]=1)(=[O:35])=[O:34].